Dataset: Peptide-MHC class I binding affinity with 185,985 pairs from IEDB/IMGT. Task: Regression. Given a peptide amino acid sequence and an MHC pseudo amino acid sequence, predict their binding affinity value. This is MHC class I binding data. (1) The peptide sequence is KCYGVSATK. The MHC is HLA-A26:01 with pseudo-sequence HLA-A26:01. The binding affinity (normalized) is 0.0847. (2) The peptide sequence is FHAPPPSVC. The MHC is HLA-A03:01 with pseudo-sequence HLA-A03:01. The binding affinity (normalized) is 0.0847. (3) The peptide sequence is SPASFFSSW. The MHC is HLA-B07:02 with pseudo-sequence HLA-B07:02. The binding affinity (normalized) is 0.630. (4) The peptide sequence is KAAVEDEDF. The MHC is HLA-B58:01 with pseudo-sequence HLA-B58:01. The binding affinity (normalized) is 0.599. (5) The peptide sequence is YYADSVKGRF. The MHC is HLA-A24:02 with pseudo-sequence HLA-A24:02. The binding affinity (normalized) is 0.861. (6) The peptide sequence is RQFPSAFEF. The MHC is Mamu-B52 with pseudo-sequence Mamu-B52. The binding affinity (normalized) is 0.779.